Dataset: Forward reaction prediction with 1.9M reactions from USPTO patents (1976-2016). Task: Predict the product of the given reaction. (1) Given the reactants FC(F)(F)S(O[C:7]1[CH:12]=[CH:11][C:10]([Cl:13])=[CH:9][N:8]=1)(=O)=O.[CH3:16][Sn:17](Cl)([CH3:19])[CH3:18], predict the reaction product. The product is: [Cl:13][C:10]1[CH:11]=[CH:12][C:7]([Sn:17]([CH3:19])([CH3:18])[CH3:16])=[N:8][CH:9]=1. (2) Given the reactants [CH:1]1([C:5]2[N:6]=[C:7]([CH2:10][CH2:11][C:12]3[CH:40]=[CH:39][N:15]4[C:16](=[O:38])[C:17](/[CH:29]=[CH:30]/[C:31]([O:33][C:34]([CH3:37])([CH3:36])[CH3:35])=[O:32])=[C:18]([N:20]5[CH2:25][CH2:24]C[CH:22]([O:26]C=O)[CH2:21]5)[N:19]=[C:14]4[CH:13]=3)[S:8][CH:9]=2)[CH2:4][CH2:3][CH2:2]1.C1(C2N=C(CCC3C=CN4C(=O)C(C=O)=C(N5CCOCC5)N=C4C=3)SC=2)CCC1.C1(P(=O)(C2C=CC=CC=2)C2C=CC=CC=2)C=CC=CC=1, predict the reaction product. The product is: [CH:1]1([C:5]2[N:6]=[C:7]([CH2:10][CH2:11][C:12]3[CH:40]=[CH:39][N:15]4[C:16](=[O:38])[C:17](/[CH:29]=[CH:30]/[C:31]([O:33][C:34]([CH3:37])([CH3:35])[CH3:36])=[O:32])=[C:18]([N:20]5[CH2:25][CH2:24][O:26][CH2:22][CH2:21]5)[N:19]=[C:14]4[CH:13]=3)[S:8][CH:9]=2)[CH2:4][CH2:3][CH2:2]1. (3) Given the reactants OC([C@H]([C:6]1[CH:19]=[CH:18][CH:17]=[C:8]([C:9]([C:11]2[CH:16]=[CH:15][CH:14]=[CH:13][CH:12]=2)=[O:10])[CH:7]=1)C)=O.[CH2:20]([OH:24])[CH2:21][CH2:22][OH:23].S(=O)(=O)(O)O.[C:30](=[O:33])([O-])[O-].[K+].[K+].[C:36]1(C)C=CC=C[CH:37]=1, predict the reaction product. The product is: [C:9]([C:8]1[CH:7]=[CH:6][CH:19]=[CH:18][C:17]=1[C@H:36]([CH3:37])[C:30]([O:23][CH2:22][CH2:21][CH2:20][OH:24])=[O:33])(=[O:10])[C:11]1[CH:12]=[CH:13][CH:14]=[CH:15][CH:16]=1. (4) Given the reactants [N:1]([S:4]([C:7]1[CH:12]=[CH:11][C:10]([Br:13])=[CH:9][C:8]=1[CH2:14][C:15]([O:17][CH3:18])=[O:16])(=[O:6])=[O:5])=[N+]=[N-], predict the reaction product. The product is: [Br:13][C:10]1[CH:11]=[CH:12][C:7]2[S:4](=[O:6])(=[O:5])[NH:1][CH:14]([C:15]([O:17][CH3:18])=[O:16])[C:8]=2[CH:9]=1. (5) Given the reactants [C:1]([C:5]1[O:9][N:8]=[C:7]([NH:10][C:11]([NH:13][C:14]2[CH:19]=[CH:18][CH:17]=[C:16]([S:20][C:21]3[C:30]4[C:25](=[CH:26][C:27]([O:35][CH3:36])=[C:28]([O:31][CH2:32][CH2:33]Cl)[CH:29]=4)[N:24]=[CH:23][N:22]=3)[CH:15]=2)=[O:12])[CH:6]=1)([CH3:4])([CH3:3])[CH3:2].[NH:37]1[CH2:42][CH2:41][S:40](=[O:44])(=[O:43])[CH2:39][CH2:38]1.CCN(C(C)C)C(C)C, predict the reaction product. The product is: [C:1]([C:5]1[O:9][N:8]=[C:7]([NH:10][C:11]([NH:13][C:14]2[CH:19]=[CH:18][CH:17]=[C:16]([S:20][C:21]3[C:30]4[C:25](=[CH:26][C:27]([O:35][CH3:36])=[C:28]([O:31][CH2:32][CH2:33][N:37]5[CH2:42][CH2:41][S:40](=[O:44])(=[O:43])[CH2:39][CH2:38]5)[CH:29]=4)[N:24]=[CH:23][N:22]=3)[CH:15]=2)=[O:12])[CH:6]=1)([CH3:4])([CH3:3])[CH3:2]. (6) The product is: [ClH:88].[ClH:88].[F:34][C:30]1([F:33])[CH2:31][CH2:32][CH:27]([C@H:2]([NH:1][C:45](=[O:46])[C@H:43]([CH3:44])[NH:42][CH3:40])[C:3]([N:5]2[C@H:10]([C:11]([NH:13][C@H:14]3[C:23]4[C:18](=[CH:19][CH:20]=[CH:21][CH:22]=4)[O:17][CH2:16][CH2:15]3)=[O:12])[CH2:9][N:8]3[CH2:24][CH2:25][CH2:26][C@H:7]3[CH2:6]2)=[O:4])[CH2:28][CH2:29]1. Given the reactants [NH2:1][C@@H:2]([CH:27]1[CH2:32][CH2:31][C:30]([F:34])([F:33])[CH2:29][CH2:28]1)[C:3]([N:5]1[C@H:10]([C:11]([NH:13][C@H:14]2[C:23]3[C:18](=[CH:19][CH:20]=[CH:21][CH:22]=3)[O:17][CH2:16][CH2:15]2)=[O:12])[CH2:9][N:8]2[CH2:24][CH2:25][CH2:26][C@H:7]2[CH2:6]1)=[O:4].C(O[C:40]([N:42](C)[C@H:43]([C:45](O)=[O:46])[CH3:44])=O)(C)(C)C.C(N(CC)C(C)C)(C)C.F[P-](F)(F)(F)(F)F.N1(OC(N(C)C)=[N+](C)C)C2N=CC=CC=2N=N1.C(OCC)(=O)C.[ClH:88], predict the reaction product. (7) The product is: [F:29][C:30]1[CH:31]=[C:32]([C:37]2[N:39]=[C:26]([CH:11]3[CH2:12][CH:13]([C:15]4[CH:20]=[CH:19][C:18]([O:21][C:22]([F:25])([F:24])[F:23])=[CH:17][CH:16]=4)[CH2:14][N:9]([C:7]([N:1]4[CH2:2][CH2:3][O:4][CH2:5][CH2:6]4)=[O:8])[CH2:10]3)[O:27][N:38]=2)[CH:33]=[C:34]([F:36])[CH:35]=1. Given the reactants [N:1]1([C:7]([N:9]2[CH2:14][CH:13]([C:15]3[CH:20]=[CH:19][C:18]([O:21][C:22]([F:25])([F:24])[F:23])=[CH:17][CH:16]=3)[CH2:12][CH:11]([C:26](O)=[O:27])[CH2:10]2)=[O:8])[CH2:6][CH2:5][O:4][CH2:3][CH2:2]1.[F:29][C:30]1[CH:31]=[C:32]([C:37](=[N:39]O)[NH2:38])[CH:33]=[C:34]([F:36])[CH:35]=1, predict the reaction product.